Dataset: Reaction yield outcomes from USPTO patents with 853,638 reactions. Task: Predict the reaction yield, written as a fraction of the theoretical maximum amount of product (1.0 means a 100% yield; for example, 0.34 means a 34% yield). (1) The reactants are Br[C:2]1[N:7]2[CH:8]=[N:9][N:10]=[C:6]2[C:5]([N:11]2[CH2:16][CH2:15][N:14]([C:17]([O:19][C:20]([CH3:23])([CH3:22])[CH3:21])=[O:18])[CH2:13][CH2:12]2)=[N:4][CH:3]=1.[CH2:24](B(O)O)[CH2:25][CH:26]([CH3:28])[CH3:27].C([O-])([O-])=O.[K+].[K+]. The catalyst is C1C=CC([P]([Pd]([P](C2C=CC=CC=2)(C2C=CC=CC=2)C2C=CC=CC=2)([P](C2C=CC=CC=2)(C2C=CC=CC=2)C2C=CC=CC=2)[P](C2C=CC=CC=2)(C2C=CC=CC=2)C2C=CC=CC=2)(C2C=CC=CC=2)C2C=CC=CC=2)=CC=1.C1(C)C=CC=CC=1. The product is [CH2:24]([C:2]1[N:7]2[CH:8]=[N:9][N:10]=[C:6]2[C:5]([N:11]2[CH2:16][CH2:15][N:14]([C:17]([O:19][C:20]([CH3:23])([CH3:22])[CH3:21])=[O:18])[CH2:13][CH2:12]2)=[N:4][CH:3]=1)[CH2:25][CH:26]([CH3:28])[CH3:27]. The yield is 0.440. (2) The catalyst is CN(C=O)C.O. The yield is 0.510. The product is [CH2:41]([N:43]1[C:47]2[CH:48]=[CH:49][CH:50]=[CH:51][C:46]=2[N:45]=[C:44]1[NH:52][C:16]([C:13]1[CH:14]=[CH:15][C:10]2[N:9]=[C:8]3[C:2](=[O:1])[NH:3][CH2:4][CH2:5][CH2:6][N:7]3[C:11]=2[CH:12]=1)=[O:18])[CH3:42]. The reactants are [O:1]=[C:2]1[C:8]2=[N:9][C:10]3[CH:15]=[CH:14][C:13]([C:16]([OH:18])=O)=[CH:12][C:11]=3[N:7]2[CH2:6][CH2:5][CH2:4][NH:3]1.CN(C(ON1N=NC2C=CC=CC1=2)=[N+](C)C)C.[B-](F)(F)(F)F.[CH2:41]([N:43]1[C:47]2[CH:48]=[CH:49][CH:50]=[CH:51][C:46]=2[N:45]=[C:44]1[NH2:52])[CH3:42].C(N(CC)CC)C. (3) The reactants are [CH3:1][C:2](=[CH2:12])[CH2:3][NH:4][C:5](=[O:11])[O:6][C:7]([CH3:10])([CH3:9])[CH3:8].[OH-].[Na+].OO.C(OCC)(=[O:19])C. The catalyst is C1COCC1. The product is [CH3:12][CH:2]([CH2:3][NH:4][C:5]([O:6][C:7]([CH3:8])([CH3:10])[CH3:9])=[O:11])[CH2:1][OH:19]. The yield is 0.890. (4) The reactants are C([O:3][C:4]([C:6]1[O:7][C:8]2[C:13]([C:14](=[O:16])[CH:15]=1)=[CH:12][C:11]([O:17][CH3:18])=[CH:10][C:9]=2[N:19]1[CH2:24][CH2:23][N:22]([CH3:25])[CH2:21][CH2:20]1)=[O:5])C.CO.[ClH:28]. No catalyst specified. The product is [ClH:28].[CH3:18][O:17][C:11]1[CH:12]=[C:13]2[C:8](=[C:9]([N:19]3[CH2:24][CH2:23][N:22]([CH3:25])[CH2:21][CH2:20]3)[CH:10]=1)[O:7][C:6]([C:4]([OH:5])=[O:3])=[CH:15][C:14]2=[O:16]. The yield is 1.00. (5) The reactants are [C:1]([O:5][C:6]([C:9]([CH2:12][CH2:13]I)([F:11])[F:10])([F:8])[F:7])([F:4])([F:3])[F:2].CNC=[O:18].O. The catalyst is CCOCC. The product is [C:1]([O:5][C:6]([C:9]([CH2:12][CH2:13][OH:18])([F:11])[F:10])([F:8])[F:7])([F:4])([F:3])[F:2]. The yield is 0.710. (6) The reactants are Cl[C:2]1[CH:7]=[C:6](Cl)[N:5]=[CH:4][N:3]=1.[NH2:9][C:10]1[C:11]([CH3:17])=[C:12]([OH:16])[CH:13]=[CH:14][CH:15]=1. No catalyst specified. The product is [OH:16][C:12]1[C:11]([CH3:17])=[C:10]([NH:9][C:2]2[CH:7]=[C:6]([NH:9][C:10]3[CH:15]=[CH:14][CH:13]=[C:12]([OH:16])[C:11]=3[CH3:17])[N:5]=[CH:4][N:3]=2)[CH:15]=[CH:14][CH:13]=1. The yield is 0.400.